Dataset: Catalyst prediction with 721,799 reactions and 888 catalyst types from USPTO. Task: Predict which catalyst facilitates the given reaction. (1) Reactant: [C:1]([O-:4])(=[O:3])[CH3:2].[Pb+4].[C:6]([O-])(=O)[CH3:6].[C:1]([O-:4])(=[O:3])[CH3:2].C([O-])(=O)C.[F:18][C:19]1[CH:24]=[CH:23][C:22](C(=O)C)=[C:21]([O:28][CH3:29])[CH:20]=1.B(F)(F)F.CCOCC.O. Product: [CH3:6][O:3][C:1](=[O:4])[CH2:2][C:22]1[CH:23]=[CH:24][C:19]([F:18])=[CH:20][C:21]=1[O:28][CH3:29]. The catalyst class is: 224. (2) Reactant: [Cl:1][C:2]1[C:7]2[CH:8]=[CH:9][N:10]([CH3:11])[C:6]=2[C:5]([C:12]([OH:14])=O)=[CH:4][N:3]=1.CN(C)CCCN=C=NCC.ON1C2C=CC=CC=2N=N1.C(N1CCOCC1)C.Cl.[NH:45]1[CH2:50][CH2:49][S:48](=[O:52])(=[O:51])[CH2:47][CH2:46]1. Product: [Cl:1][C:2]1[C:7]2[CH:8]=[CH:9][N:10]([CH3:11])[C:6]=2[C:5]([C:12]([N:45]2[CH2:50][CH2:49][S:48](=[O:52])(=[O:51])[CH2:47][CH2:46]2)=[O:14])=[CH:4][N:3]=1. The catalyst class is: 35. (3) Reactant: [NH:1]1[C:10]2[CH2:9][CH2:8][NH:7][CH2:6][C:5]=2[CH:4]=[CH:3][C:2]1=[O:11].Cl[CH2:13][C:14]([N:16]1[CH2:21][CH2:20][N:19]([CH:22]2[CH2:25][CH2:24][CH2:23]2)[CH2:18][CH2:17]1)=[O:15].C([O-])([O-])=O.[K+].[K+]. Product: [CH:22]1([N:19]2[CH2:20][CH2:21][N:16]([C:14](=[O:15])[CH2:13][N:7]3[CH2:8][CH2:9][C:10]4[NH:1][C:2](=[O:11])[CH:3]=[CH:4][C:5]=4[CH2:6]3)[CH2:17][CH2:18]2)[CH2:25][CH2:24][CH2:23]1. The catalyst class is: 23. (4) Reactant: C[O:2][C:3]1[CH:8]=[CH:7][C:6]([CH2:9][CH2:10][O:11][N:12]2[C:16]3[CH:17]=[CH:18][CH:19]=[C:20]([CH3:21])[C:15]=3[N:14]=[C:13]2[CH3:22])=[CH:5][CH:4]=1.B(Br)(Br)Br.C(=O)(O)[O-].[Na+]. Product: [OH:2][C:3]1[CH:8]=[CH:7][C:6]([CH2:9][CH2:10][O:11][N:12]2[C:16]3[CH:17]=[CH:18][CH:19]=[C:20]([CH3:21])[C:15]=3[N:14]=[C:13]2[CH3:22])=[CH:5][CH:4]=1. The catalyst class is: 22. (5) Product: [NH2:7][C:8]1[N:13]2[N:14]=[CH:15][C:16]([C:17]3[CH:18]=[N:19][C:20]([C:23]4[CH:24]=[CH:25][CH:26]=[CH:27][CH:28]=4)=[CH:21][CH:22]=3)=[C:12]2[N:11]=[C:10]([CH:29]2[CH2:30][CH2:31][NH:32][CH2:33][CH2:34]2)[C:9]=1[C:42](=[O:44])[CH3:43].[ClH:57]. Reactant: C[Si](C)(C)CCOC[N:7](COCC[Si](C)(C)C)[C:8]1[N:13]2[N:14]=[CH:15][C:16]([C:17]3[CH:18]=[N:19][C:20]([C:23]4[CH:28]=[CH:27][CH:26]=[CH:25][CH:24]=4)=[CH:21][CH:22]=3)=[C:12]2[N:11]=[C:10]([CH:29]2[CH2:34][CH2:33][N:32](C(OC(C)(C)C)=O)[CH2:31][CH2:30]2)[C:9]=1[C:42]([O:44]CC)=[CH2:43].[ClH:57]. The catalyst class is: 38.